Dataset: Full USPTO retrosynthesis dataset with 1.9M reactions from patents (1976-2016). Task: Predict the reactants needed to synthesize the given product. (1) The reactants are: [Cl:1][C:2]1[CH:7]=[CH:6][C:5]([CH:8]2[NH:12][C:11](=[O:13])[CH:10]([C:14]([CH:16]3[CH2:18][CH2:17]3)=O)[C:9]2=O)=[CH:4][CH:3]=1.[CH3:20][NH:21][NH2:22]. Given the product [Cl:1][C:2]1[CH:7]=[CH:6][C:5]([CH:8]2[C:9]3[N:21]([CH3:20])[N:22]=[C:14]([CH:16]4[CH2:18][CH2:17]4)[C:10]=3[C:11](=[O:13])[NH:12]2)=[CH:4][CH:3]=1, predict the reactants needed to synthesize it. (2) Given the product [Cl:1][C:2]1[CH:3]=[CH:4][C:5]([C:8]([C:17]2[CH:22]=[C:21]([C:23]([F:26])([F:24])[F:25])[CH:20]=[C:19]([F:27])[CH:18]=2)([NH:16][CH2:34][C:33]2[NH:32][CH:31]=[N:30][C:29]=2[CH3:28])[CH2:9][C:10]2[CH:11]=[CH:12][CH:13]=[CH:14][CH:15]=2)=[N:6][CH:7]=1, predict the reactants needed to synthesize it. The reactants are: [Cl:1][C:2]1[CH:3]=[CH:4][C:5]([C:8]([C:17]2[CH:22]=[C:21]([C:23]([F:26])([F:25])[F:24])[CH:20]=[C:19]([F:27])[CH:18]=2)([NH2:16])[CH2:9][C:10]2[CH:15]=[CH:14][CH:13]=[CH:12][CH:11]=2)=[N:6][CH:7]=1.[CH3:28][C:29]1[N:30]=[CH:31][NH:32][C:33]=1[CH:34]=O.C(O)(=O)C.[BH-](OC(C)=O)(OC(C)=O)OC(C)=O.[Na+]. (3) The reactants are: [Br:1]N1C(=O)CCC1=O.C[O:10][C:11]([C:13]1[NH:14][C:15]([CH2:20][CH3:21])=[CH:16][C:17]=1[C:18]#[N:19])=[O:12].[OH-].[Na+]. Given the product [Br:1][C:16]1[C:17]([C:18]#[N:19])=[C:13]([C:11]([OH:10])=[O:12])[NH:14][C:15]=1[CH2:20][CH3:21], predict the reactants needed to synthesize it.